From a dataset of Full USPTO retrosynthesis dataset with 1.9M reactions from patents (1976-2016). Predict the reactants needed to synthesize the given product. Given the product [Cl:12][CH2:8][CH2:7][C:4]1[S:3][C:2]([NH2:1])=[N:6][CH:5]=1, predict the reactants needed to synthesize it. The reactants are: [NH2:1][C:2]1[S:3][C:4]([CH2:7][CH2:8]O)=[CH:5][N:6]=1.S(Cl)([Cl:12])=O.